This data is from Full USPTO retrosynthesis dataset with 1.9M reactions from patents (1976-2016). The task is: Predict the reactants needed to synthesize the given product. (1) Given the product [CH2:15]([C:9]1[CH:10]=[CH:11][CH:12]=[C:13]([CH3:14])[C:8]=1[C:6]([NH:5][C@H:4]([C:3]([OH:37])=[O:2])[CH2:17][C:18]1[CH:23]=[CH:22][C:21]([C:24]2[C:25](=[O:36])[N:26]([CH3:35])[C:27]([CH3:34])=[CH:28][C:29]=2[C:30]([F:32])([F:33])[F:31])=[CH:20][CH:19]=1)=[O:7])[CH3:16], predict the reactants needed to synthesize it. The reactants are: C[O:2][C:3](=[O:37])[C@H:4]([CH2:17][C:18]1[CH:23]=[CH:22][C:21]([C:24]2[C:25](=[O:36])[N:26]([CH3:35])[C:27]([CH3:34])=[CH:28][C:29]=2[C:30]([F:33])([F:32])[F:31])=[CH:20][CH:19]=1)[NH:5][C:6]([C:8]1[C:13]([CH3:14])=[CH:12][CH:11]=[CH:10][C:9]=1[CH2:15][CH3:16])=[O:7].[OH-].[Na+]. (2) Given the product [CH2:22]([Sn:17]([CH2:13][CH2:14][CH2:15][CH3:16])([CH2:18][CH2:19][CH2:20][CH3:21])[C:2]1[CH:3]=[N:4][CH:5]=[N:6][CH:7]=1)[CH2:23][CH2:24][CH3:25], predict the reactants needed to synthesize it. The reactants are: Br[C:2]1[CH:3]=[N:4][CH:5]=[N:6][CH:7]=1.[Li]CCCC.[CH2:13]([Sn:17](Cl)([CH2:22][CH2:23][CH2:24][CH3:25])[CH2:18][CH2:19][CH2:20][CH3:21])[CH2:14][CH2:15][CH3:16]. (3) Given the product [Cl:1][C:2]1[CH:3]=[C:4]([CH:14]=[CH:15][CH:16]=1)[CH2:5][C:6]1[CH:7]=[C:8]([CH:12]=[O:13])[S:9][C:10]=1[F:11], predict the reactants needed to synthesize it. The reactants are: [Cl:1][C:2]1[CH:3]=[C:4]([CH:14]=[CH:15][CH:16]=1)[CH2:5][C:6]1[CH:7]=[C:8]([CH2:12][OH:13])[S:9][C:10]=1[F:11].C(Cl)Cl.CC(OI1(OC(C)=O)(OC(C)=O)OC(=O)C2C=CC=CC1=2)=O. (4) The reactants are: Br[C:2]1[CH:3]=[C:4]([N:8]2[C:16]3[CH2:15][CH2:14][CH2:13][CH2:12][C:11]=3[C:10]([C:17]([NH2:19])=[O:18])=[N:9]2)[CH:5]=[CH:6][CH:7]=1.[C:20]([C@:22]1([OH:29])[CH2:26][CH2:25][N:24]([CH3:27])[C:23]1=[O:28])#[CH:21]. Given the product [OH:29][C@@:22]1([C:20]#[C:21][C:2]2[CH:3]=[C:4]([N:8]3[C:16]4[CH2:15][CH2:14][CH2:13][CH2:12][C:11]=4[C:10]([C:17]([NH2:19])=[O:18])=[N:9]3)[CH:5]=[CH:6][CH:7]=2)[CH2:26][CH2:25][N:24]([CH3:27])[C:23]1=[O:28], predict the reactants needed to synthesize it. (5) The reactants are: [Br:1][C:2]1[CH:7]=[C:6]([N+:8]([O-:10])=[O:9])[CH:5]=[CH:4][C:3]=1[C:11]([CH3:16])([CH3:15])[CH2:12][CH2:13][NH2:14].[C:17](Cl)(=[O:19])[CH3:18].C(N(CC)CC)C. Given the product [Br:1][C:2]1[CH:7]=[C:6]([N+:8]([O-:10])=[O:9])[CH:5]=[CH:4][C:3]=1[C:11]([CH3:16])([CH3:15])[CH2:12][CH2:13][NH:14][C:17](=[O:19])[CH3:18], predict the reactants needed to synthesize it. (6) Given the product [NH2:16][C:11]1[CH:12]=[C:13]([Br:15])[CH:14]=[C:9]([O:8][CH2:1][C:2]2[CH:7]=[CH:6][CH:5]=[CH:4][CH:3]=2)[C:10]=1[NH:19][C:20](=[O:24])[CH:21]([CH3:22])[CH3:23], predict the reactants needed to synthesize it. The reactants are: [CH2:1]([O:8][C:9]1[CH:14]=[C:13]([Br:15])[CH:12]=[C:11]([N+:16]([O-])=O)[C:10]=1[NH:19][C:20](=[O:24])[CH:21]([CH3:23])[CH3:22])[C:2]1[CH:7]=[CH:6][CH:5]=[CH:4][CH:3]=1.C.O.NN. (7) The reactants are: [C:1]([C:5]1[CH:25]=[CH:24][CH:23]=[CH:22][C:6]=1[O:7][CH:8]1[CH2:11][N:10]([C:12]([C:14]2[CH:21]=[CH:20][C:17]([C:18]#[N:19])=[CH:16][CH:15]=2)=[O:13])[CH2:9]1)([CH3:4])([CH3:3])[CH3:2].[Cl-].O[NH3+].[C:29](=[O:32])([O-])[OH:30].[Na+].C(N1C=CN=C1)([N:36]1C=CN=C1)=O.N12CCCN=C1CCCCC2.O.Cl. Given the product [C:1]([C:5]1[CH:25]=[CH:24][CH:23]=[CH:22][C:6]=1[O:7][CH:8]1[CH2:11][N:10]([C:12]([C:14]2[CH:15]=[CH:16][C:17]([C:18]3[NH:36][C:29](=[O:32])[O:30][N:19]=3)=[CH:20][CH:21]=2)=[O:13])[CH2:9]1)([CH3:4])([CH3:2])[CH3:3], predict the reactants needed to synthesize it. (8) The reactants are: [ClH:1].COC1C=CC(C[N:9]2[CH:18]=[CH:17][C:16]3[C:11](=[CH:12][C:13]([CH3:25])=[C:14]([O:19][C@@H:20]4[CH2:24][CH2:23][NH:22][CH2:21]4)[CH:15]=3)[C:10]2=[O:26])=CC=1.F[C:30](F)(F)C(O)=O. Given the product [ClH:1].[CH3:25][C:13]1[CH:12]=[C:11]2[C:16]([CH:17]=[CH:18][NH:9][C:10]2=[O:26])=[CH:15][C:14]=1[O:19][CH2:20][C@@H:24]1[CH2:30][CH2:21][NH:22][CH2:23]1, predict the reactants needed to synthesize it. (9) Given the product [F:1][CH2:2][C:3]1([S:6]([NH:9][C:10]([C@@:12]23[CH2:14][C@H:13]2[CH:15]=[CH:16][CH2:32][CH2:31][CH:30]([CH3:35])[CH2:29][C@@H:28]([CH3:36])[C@H:27]([NH:37][C:38](=[O:44])[O:39][C:40]([CH3:42])([CH3:43])[CH3:41])[C:26](=[O:45])[N:21]2[CH2:22][C@H:23]([OH:25])[CH2:24][C@H:20]2[C:18](=[O:19])[NH:17]3)=[O:11])(=[O:7])=[O:8])[CH2:4][CH2:5]1, predict the reactants needed to synthesize it. The reactants are: [F:1][CH2:2][C:3]1([S:6]([NH:9][C:10]([C@@:12]2([NH:17][C:18]([C@@H:20]3[CH2:24][C@@H:23]([OH:25])[CH2:22][N:21]3[C:26](=[O:45])[C@@H:27]([NH:37][C:38](=[O:44])[O:39][C:40]([CH3:43])([CH3:42])[CH3:41])[C@H:28]([CH3:36])[CH2:29][CH:30]([CH3:35])[CH2:31][CH2:32]C=C)=[O:19])[CH2:14][C@H:13]2[CH:15]=[CH2:16])=[O:11])(=[O:8])=[O:7])[CH2:5][CH2:4]1. (10) The reactants are: [ClH:1].[CH3:2][N:3]([CH3:54])[S:4]([C:7]1[CH:8]=[CH:9][C:10]([CH3:53])=[C:11]([C:13]2[CH:18]=[CH:17][CH:16]=[C:15]([CH2:19][C@H:20]([NH:35][C:36]([C@H:38]3[CH2:43][CH2:42][C@H:41]([CH2:44][NH:45]C(=O)OC(C)(C)C)[CH2:40][CH2:39]3)=[O:37])[C:21](=[O:34])[NH:22][C:23]3[CH:28]=[CH:27][C:26]([C:29]4[NH:33][N:32]=[N:31][N:30]=4)=[CH:25][CH:24]=3)[CH:14]=2)[CH:12]=1)(=[O:6])=[O:5].C(#N)C. Given the product [ClH:1].[NH2:45][CH2:44][C@H:41]1[CH2:40][CH2:39][C@H:38]([C:36]([NH:35][C@@H:20]([CH2:19][C:15]2[CH:14]=[C:13]([C:11]3[CH:12]=[C:7]([S:4](=[O:5])(=[O:6])[N:3]([CH3:2])[CH3:54])[CH:8]=[CH:9][C:10]=3[CH3:53])[CH:18]=[CH:17][CH:16]=2)[C:21](=[O:34])[NH:22][C:23]2[CH:24]=[CH:25][C:26]([C:29]3[NH:30][N:31]=[N:32][N:33]=3)=[CH:27][CH:28]=2)=[O:37])[CH2:43][CH2:42]1, predict the reactants needed to synthesize it.